The task is: Predict the product of the given reaction.. This data is from Forward reaction prediction with 1.9M reactions from USPTO patents (1976-2016). (1) Given the reactants [C:1]([O:5][C:6]([N:8]([C:16]1[O:17][CH2:18][C:19]2([N:37]=1)[C:28]1([CH2:31][O:30][CH2:29]1)[CH2:27][O:26][C:25]1[C:20]2=[CH:21][C:22]([C:32]#[C:33][CH2:34][O:35][CH3:36])=[CH:23][CH:24]=1)[C:9]([O:11][C:12]([CH3:15])([CH3:14])[CH3:13])=[O:10])=[O:7])([CH3:4])([CH3:3])[CH3:2], predict the reaction product. The product is: [CH3:36][O:35][CH2:34][CH2:33][CH2:32][C:22]1[CH:21]=[C:20]2[C:25](=[CH:24][CH:23]=1)[O:26][CH2:27][C:28]1([CH2:31][O:30][CH2:29]1)[C:19]12[CH2:18][O:17][C:16]([N:8]([C:9]([O:11][C:12]([CH3:15])([CH3:14])[CH3:13])=[O:10])[C:6]([O:5][C:1]([CH3:2])([CH3:3])[CH3:4])=[O:7])=[N:37]1. (2) The product is: [Br:6][C:7]1[C:16]2[C:11](=[CH:12][CH:13]=[CH:14][CH:15]=2)[C:10]([CH:1]=[O:4])=[CH:9][CH:8]=1. Given the reactants [C:1](=[O:4])(O)[O-].[Na+].[Br:6][C:7]1[C:16]2[C:11](=[CH:12][CH:13]=[CH:14][CH:15]=2)[C:10](CBr)=[CH:9][CH:8]=1.O, predict the reaction product. (3) Given the reactants [OH:1][C:2]1[CH:9]=[CH:8][C:5]([CH:6]=[O:7])=[CH:4][CH:3]=1.C(=O)([O-])[O-].[K+].[K+].Br[C:17]([CH3:26])([CH3:25])[C:18]([O:20][C:21]([CH3:24])([CH3:23])[CH3:22])=[O:19].O, predict the reaction product. The product is: [CH:6]([C:5]1[CH:8]=[CH:9][C:2]([O:1][C:17]([CH3:26])([CH3:25])[C:18]([O:20][C:21]([CH3:24])([CH3:23])[CH3:22])=[O:19])=[CH:3][CH:4]=1)=[O:7].